From a dataset of Catalyst prediction with 721,799 reactions and 888 catalyst types from USPTO. Predict which catalyst facilitates the given reaction. (1) Reactant: [F:1][C:2]1[CH:25]=[CH:24][C:5]([CH2:6][NH:7][C:8]([C:10]2[C:11](=[O:23])[C:12]3[S:19][C:18]([CH2:20]Cl)=[C:17]([CH3:22])[C:13]=3[N:14]([CH3:16])[CH:15]=2)=[O:9])=[CH:4][CH:3]=1.Cl.Cl.[CH3:28][NH:29][CH2:30][C@H:31]([C:33]1[N:38]=[CH:37][CH:36]=[CH:35][N:34]=1)[OH:32].C(N(C(C)C)CC)(C)C. Product: [F:1][C:2]1[CH:25]=[CH:24][C:5]([CH2:6][NH:7][C:8]([C:10]2[C:11](=[O:23])[C:12]3[S:19][C:18]([CH2:20][N:29]([CH2:30][C@@H:31]([OH:32])[C:33]4[N:34]=[CH:35][CH:36]=[CH:37][N:38]=4)[CH3:28])=[C:17]([CH3:22])[C:13]=3[N:14]([CH3:16])[CH:15]=2)=[O:9])=[CH:4][CH:3]=1. The catalyst class is: 18. (2) The catalyst class is: 453. Reactant: [F:1][C:2]1[CH:7]=[CH:6][C:5]([CH:8]2[CH2:12][NH:11][N:10]=[C:9]2[C:13]2[CH:18]=[CH:17][CH:16]=[C:15]([C:19]([F:22])([F:21])[F:20])[CH:14]=2)=[CH:4][CH:3]=1.[CH3:23][N:24]1[CH:28]=[C:27]([S:29](Cl)(=[O:31])=[O:30])[N:26]=[N:25]1. Product: [F:1][C:2]1[CH:3]=[CH:4][C:5]([CH:8]2[CH2:12][N:11]([S:29]([C:27]3[N:26]=[N:25][N:24]([CH3:23])[CH:28]=3)(=[O:31])=[O:30])[N:10]=[C:9]2[C:13]2[CH:18]=[CH:17][CH:16]=[C:15]([C:19]([F:20])([F:22])[F:21])[CH:14]=2)=[CH:6][CH:7]=1. (3) Reactant: [N:1]1[CH:6]=[CH:5][CH:4]=[C:3]([CH2:7][NH:8][C:9]2[CH:25]=[CH:24][C:12]([C:13]([NH:15][C@H:16]([C:21]([OH:23])=[O:22])[CH2:17][CH2:18][S:19][CH3:20])=[O:14])=[C:11]([C:26]3[CH:31]=[CH:30][CH:29]=[CH:28][CH:27]=3)[CH:10]=2)[CH:2]=1.C(N1C=CN=C1)(N1C=CN=C1)=O.[CH2:44](O)[CH2:45][CH:46]([CH3:48])[CH3:47].[O-]CC.[Na+]. Product: [CH2:44]([O:22][C:21](=[O:23])[C@H:16]([CH2:17][CH2:18][S:19][CH3:20])[NH:15][C:13](=[O:14])[C:12]1[CH:24]=[CH:25][C:9]([NH:8][CH2:7][C:3]2[CH:2]=[N:1][CH:6]=[CH:5][CH:4]=2)=[CH:10][C:11]=1[C:26]1[CH:27]=[CH:28][CH:29]=[CH:30][CH:31]=1)[CH2:45][CH:46]([CH3:48])[CH3:47]. The catalyst class is: 1. (4) Reactant: [I:1][C:2]1[CH:6]=[CH:5][NH:4][N:3]=1.CC([O-])(C)C.[K+].[Cl:13][C:14]1[N:15]=[N:16][CH:17]=[C:18](Cl)[CH:19]=1. Product: [Cl:13][C:14]1[N:15]=[N:16][CH:17]=[C:18]([N:4]2[CH:5]=[CH:6][C:2]([I:1])=[N:3]2)[CH:19]=1. The catalyst class is: 31. (5) Reactant: [OH:1][C:2]1[CH:7]=[CH:6][C:5]([C:8]2[C:17]([C:18]([F:21])([F:20])[F:19])=[CH:16][C:15]3[C:10](=[CH:11][CH:12]=[CH:13][CH:14]=3)[C:9]=2[O:22][C:23]2[CH:32]=[CH:31][C:26]([C:27]([O:29]C)=[O:28])=[CH:25][CH:24]=2)=[CH:4][CH:3]=1.[OH-].[Na+]. Product: [OH:1][C:2]1[CH:7]=[CH:6][C:5]([C:8]2[C:17]([C:18]([F:20])([F:21])[F:19])=[CH:16][C:15]3[C:10](=[CH:11][CH:12]=[CH:13][CH:14]=3)[C:9]=2[O:22][C:23]2[CH:24]=[CH:25][C:26]([C:27]([OH:29])=[O:28])=[CH:31][CH:32]=2)=[CH:4][CH:3]=1. The catalyst class is: 242. (6) Product: [F:1][C:2]1[CH:3]=[C:4]([CH:5]=[CH:11][C:12]([OH:14])=[O:13])[CH:7]=[CH:8][CH:9]=1. Reactant: [F:1][C:2]1[CH:3]=[C:4]([CH:7]=[CH:8][CH:9]=1)[CH:5]=O.C(O)(=O)[CH2:11][C:12]([OH:14])=[O:13].N1CCCCC1. The catalyst class is: 17.